Dataset: Forward reaction prediction with 1.9M reactions from USPTO patents (1976-2016). Task: Predict the product of the given reaction. (1) The product is: [CH2:1]([N:8]1[C:16]([C:17]2[CH:22]=[CH:21][CH:20]=[C:19]([CH2:23][O:24][C:52]3[CH:53]=[C:48]([F:47])[CH:49]=[CH:50][C:51]=3[F:54])[CH:18]=2)=[C:15]2[C:10]([C:11]([C:25]([F:27])([F:28])[F:26])=[CH:12][CH:13]=[CH:14]2)=[N:9]1)[C:2]1[CH:7]=[CH:6][CH:5]=[CH:4][CH:3]=1. Given the reactants [CH2:1]([N:8]1[C:16]([C:17]2[CH:18]=[C:19]([CH2:23][OH:24])[CH:20]=[CH:21][CH:22]=2)=[C:15]2[C:10]([C:11]([C:25]([F:28])([F:27])[F:26])=[CH:12][CH:13]=[CH:14]2)=[N:9]1)[C:2]1[CH:7]=[CH:6][CH:5]=[CH:4][CH:3]=1.CCN(CC)CC.CS(Cl)(=O)=O.C([O-])([O-])=O.[Cs+].[Cs+].[F:47][C:48]1[CH:53]=[CH:52][C:51]([F:54])=[CH:50][C:49]=1O, predict the reaction product. (2) The product is: [CH2:1]([NH:9][S:48]([C:44]1[CH:45]=[CH:46][CH:47]=[C:42]([C:38]2[CH:37]=[C:36]([C:22]3[N:21]=[C:20]([C:19]([F:18])([F:52])[F:53])[CH:25]=[C:24]([C:26]4[CH:31]=[CH:30][C:29]([C:32]([F:35])([F:33])[F:34])=[CH:28][CH:27]=4)[N:23]=3)[CH:41]=[CH:40][N:39]=2)[CH:43]=1)(=[O:49])=[O:50])[CH2:2][C:3]1[CH:8]=[CH:7][CH:6]=[CH:5][CH:4]=1. Given the reactants [CH2:1]([NH2:9])[CH2:2][C:3]1[CH:8]=[CH:7][CH:6]=[CH:5][CH:4]=1.C(N(CC)CC)C.Cl.[F:18][C:19]([F:53])([F:52])[C:20]1[CH:25]=[C:24]([C:26]2[CH:31]=[CH:30][C:29]([C:32]([F:35])([F:34])[F:33])=[CH:28][CH:27]=2)[N:23]=[C:22]([C:36]2[CH:41]=[CH:40][N:39]=[C:38]([C:42]3[CH:43]=[C:44]([S:48](Cl)(=[O:50])=[O:49])[CH:45]=[CH:46][CH:47]=3)[CH:37]=2)[N:21]=1, predict the reaction product. (3) Given the reactants [C:1]([Si:5]([CH3:16])([CH3:15])[O:6][CH2:7][CH2:8][CH2:9][CH2:10][C:11]#[C:12][CH2:13][OH:14])([CH3:4])([CH3:3])[CH3:2].[C:17](OC(=O)C)(=[O:19])[CH3:18], predict the reaction product. The product is: [C:1]([Si:5]([CH3:16])([CH3:15])[O:6][CH2:7][CH2:8][CH2:9][CH2:10][C:11]#[C:12][CH2:13][O:14][C:17](=[O:19])[CH3:18])([CH3:4])([CH3:3])[CH3:2]. (4) The product is: [N+:21]([C:14]1[CH:15]=[C:16]([C:17]([F:20])([F:18])[F:19])[C:11]([CH2:3][C:1]#[N:2])=[N:12][CH:13]=1)([O-:23])=[O:22]. Given the reactants [C:1]([CH:3]([C:11]1[C:16]([C:17]([F:20])([F:19])[F:18])=[CH:15][C:14]([N+:21]([O-:23])=[O:22])=[CH:13][N:12]=1)C(OC(C)(C)C)=O)#[N:2].Cl.CC(=O)OCC, predict the reaction product. (5) Given the reactants O=S(Cl)[Cl:3].[O:5]1[C:9]2([CH2:14][CH2:13][CH:12]([CH2:15]O)[CH2:11][CH2:10]2)[O:8][CH2:7][CH2:6]1.N1C=CC=CC=1, predict the reaction product. The product is: [Cl:3][CH2:15][CH:12]1[CH2:13][CH2:14][C:9]2([O:8][CH2:7][CH2:6][O:5]2)[CH2:10][CH2:11]1. (6) Given the reactants [CH3:1][C:2]1[CH:7]=[CH:6][CH:5]=[C:4]([CH3:8])[C:3]=1[NH:9][C:10](=[O:13])[CH2:11]Cl.[CH3:14][CH:15]1[CH2:20][NH:19][CH2:18][CH:17]([CH3:21])[NH:16]1.C(NC(C)C)(C)C, predict the reaction product. The product is: [CH3:1][C:2]1[CH:7]=[CH:6][CH:5]=[C:4]([CH3:8])[C:3]=1[NH:9][C:10](=[O:13])[CH2:11][N:19]1[CH2:18][CH:17]([CH3:21])[NH:16][CH:15]([CH3:14])[CH2:20]1. (7) Given the reactants [Br:1][C:2]1[CH:3]=[C:4]2[C:15]3([CH2:17][O:16]3)[C:14]3[CH:13]=[C:12]([Cl:18])[N:11]=[C:10]([F:19])[C:9]=3[O:8][C:5]2=[CH:6][CH:7]=1.[N:20]([Si](C)(C)C)=[N+:21]=[N-:22], predict the reaction product. The product is: [N:20]([C:15]1([CH2:17][OH:16])[C:14]2[CH:13]=[C:12]([Cl:18])[N:11]=[C:10]([F:19])[C:9]=2[O:8][C:5]2[C:4]1=[CH:3][C:2]([Br:1])=[CH:7][CH:6]=2)=[N+:21]=[N-:22].